This data is from Reaction yield outcomes from USPTO patents with 853,638 reactions. The task is: Predict the reaction yield, written as a fraction of the theoretical maximum amount of product (1.0 means a 100% yield; for example, 0.34 means a 34% yield). (1) The reactants are C(OC([N:8]1[CH2:12][CH2:11][CH2:10][CH:9]1[C:13]1[NH:14][C:15]([C:18]2[CH:27]=[CH:26][C:25]3[C:20](=[CH:21][CH:22]=[C:23]([C:28]4[CH:33]=[CH:32][C:31]([C:34]5[NH:35][C:36]([CH:39]6[CH2:43][CH2:42][CH2:41][N:40]6[C:44](=[O:57])[CH:45]([NH:52][C:53]([O:55][CH3:56])=[O:54])[C:46]6[CH:51]=[CH:50][CH:49]=[CH:48][CH:47]=6)=[N:37][CH:38]=5)=[CH:30][CH:29]=4)[CH:24]=3)[CH:19]=2)=[CH:16][N:17]=1)=O)(C)(C)C.Cl.[CH3:59][O:60][C:61]([NH:63][CH:64]([CH:68]1[CH2:73][CH2:72][O:71][CH2:70][CH2:69]1)[C:65]([OH:67])=O)=[O:62].CN(C(ON1N=NC2C=CC=NC1=2)=[N+](C)C)C.F[P-](F)(F)(F)(F)F.CCN(C(C)C)C(C)C. The catalyst is C(Cl)Cl.CO.C1COCC1.[Li+].[OH-]. The product is [CH3:56][O:55][C:53](=[O:54])[NH:52][CH:45]([C:46]1[CH:47]=[CH:48][CH:49]=[CH:50][CH:51]=1)[C:44]([N:40]1[CH2:41][CH2:42][CH2:43][CH:39]1[C:36]1[NH:35][C:34]([C:31]2[CH:32]=[CH:33][C:28]([C:23]3[CH:22]=[CH:21][C:20]4[C:25](=[CH:26][CH:27]=[C:18]([C:15]5[NH:14][C:13]([CH:9]6[CH2:10][CH2:11][CH2:12][N:8]6[C:65](=[O:67])[CH:64]([NH:63][C:61]([O:60][CH3:59])=[O:62])[CH:68]6[CH2:73][CH2:72][O:71][CH2:70][CH2:69]6)=[N:17][CH:16]=5)[CH:19]=4)[CH:24]=3)=[CH:29][CH:30]=2)=[CH:38][N:37]=1)=[O:57]. The yield is 0.370. (2) The reactants are Cl[C:2]1[CH:7]=[N:6][CH:5]=[C:4]([Cl:8])[N:3]=1.[F:9][C:10]([F:20])([F:19])[C:11]1[CH:18]=[CH:17][C:14]([CH2:15][OH:16])=[CH:13][CH:12]=1.[H-].[Na+]. No catalyst specified. The product is [Cl:8][C:4]1[CH:5]=[N:6][CH:7]=[C:2]([O:16][CH2:15][C:14]2[CH:13]=[CH:12][C:11]([C:10]([F:9])([F:19])[F:20])=[CH:18][CH:17]=2)[N:3]=1. The yield is 0.930. (3) The reactants are C([O:3][C:4](=[O:13])[CH2:5][C:6]1[CH:11]=[CH:10][CH:9]=[C:8]([Br:12])[N:7]=1)C.Br[CH2:15][CH2:16]Br. No catalyst specified. The product is [Br:12][C:8]1[N:7]=[C:6]([C:5]2([C:4]([OH:3])=[O:13])[CH2:16][CH2:15]2)[CH:11]=[CH:10][CH:9]=1. The yield is 0.570. (4) The reactants are [Al+3].[Cl-].[Cl-].[Cl-].[C:5](Cl)(=[O:9])[CH:6]([CH3:8])[CH3:7].[CH3:11][O:12][C:13]([CH2:15][O:16][C:17]1[CH:22]=[CH:21][CH:20]=[CH:19][CH:18]=1)=[O:14].Cl. The catalyst is CCCCCC.C(OCC)(=O)C. The product is [C:5]([C:20]1[CH:21]=[CH:22][C:17]([O:16][CH2:15][C:13]([O:12][CH3:11])=[O:14])=[CH:18][CH:19]=1)(=[O:9])[CH:6]([CH3:8])[CH3:7]. The yield is 1.00. (5) The reactants are Cl.[CH3:2][C:3]1([CH3:16])[CH2:8][O:7][C:6]2([CH2:13][CH2:12][CH:11]([NH:14][CH3:15])[CH2:10][CH2:9]2)[O:5][CH2:4]1.CCN(CC)CC.[C:32](O[C:32]([O:34][C:35]([CH3:38])([CH3:37])[CH3:36])=[O:33])([O:34][C:35]([CH3:38])([CH3:37])[CH3:36])=[O:33]. The catalyst is CN(C1C=CN=CC=1)C.C1COCC1.C([O-])(O)=O.[Na+]. The product is [C:35]([O:34][C:32](=[O:33])[N:14]([CH:11]1[CH2:10][CH2:9][C:6]2([O:5][CH2:4][C:3]([CH3:16])([CH3:2])[CH2:8][O:7]2)[CH2:13][CH2:12]1)[CH3:15])([CH3:36])([CH3:37])[CH3:38]. The yield is 0.990. (6) The reactants are C1C(=O)N([Br:8])C(=O)C1.[CH2:9]([NH:11][C:12]([NH:14][CH2:15][C:16]1[CH:42]=[C:41]([F:43])[CH:40]=[CH:39][C:17]=1[CH2:18][O:19][C:20]1[CH:25]=[C:24]([CH3:26])[N:23]([C:27]2[CH:28]=[C:29]([CH:34]=[CH:35][C:36]=2[CH3:37])[C:30]([O:32][CH3:33])=[O:31])[C:22](=[O:38])[CH:21]=1)=[O:13])[CH3:10]. The catalyst is C(Cl)Cl. The product is [Br:8][C:21]1[C:22](=[O:38])[N:23]([C:27]2[CH:28]=[C:29]([CH:34]=[CH:35][C:36]=2[CH3:37])[C:30]([O:32][CH3:33])=[O:31])[C:24]([CH3:26])=[CH:25][C:20]=1[O:19][CH2:18][C:17]1[CH:39]=[CH:40][C:41]([F:43])=[CH:42][C:16]=1[CH2:15][NH:14][C:12]([NH:11][CH2:9][CH3:10])=[O:13]. The yield is 0.630. (7) The reactants are [C:1](=[O:24])(OC1C=CC([N+]([O-])=O)=CC=1)[O:2][CH2:3][CH:4]1[CH2:9][CH2:8][N:7]([CH2:10][CH2:11][O:12][CH3:13])[CH2:6][CH2:5]1.CN1CCOCC1.ClC(OC1C=CC([N+]([O-])=O)=CC=1)=O.[CH3:45][O:46][C:47]1[CH:52]=[CH:51][C:50]([N:53]2[CH2:58][CH2:57][NH:56][CH2:55][CH2:54]2)=[CH:49][CH:48]=1.CCN(C(C)C)C(C)C. The catalyst is C(Cl)Cl.CN(C=O)C. The product is [CH3:45][O:46][C:47]1[CH:48]=[CH:49][C:50]([N:53]2[CH2:58][CH2:57][N:56]([C:1]([O:2][CH2:3][CH:4]3[CH2:5][CH2:6][N:7]([CH2:10][CH2:11][O:12][CH3:13])[CH2:8][CH2:9]3)=[O:24])[CH2:55][CH2:54]2)=[CH:51][CH:52]=1. The yield is 0.216. (8) The reactants are [F:1][CH:2](F)[C:3]1[CH:21]=[CH:20][C:6]([C:7]([NH:9][C:10]2[CH:15]=[CH:14][CH:13]=[C:12]([C:16]([F:19])([F:18])[F:17])[CH:11]=2)=[O:8])=[CH:5][C:4]=1[C:22]1[CH:27]=[CH:26][N:25]=[C:24]([N:28]2[CH2:33][CH2:32][O:31][CH2:30][CH2:29]2)[CH:23]=1.C(N(S(F)(F)F)CC)C. The catalyst is C(Cl)Cl. The product is [F:1][CH2:2][C:3]1[CH:21]=[CH:20][C:6]([C:7]([NH:9][C:10]2[CH:15]=[CH:14][CH:13]=[C:12]([C:16]([F:17])([F:18])[F:19])[CH:11]=2)=[O:8])=[CH:5][C:4]=1[C:22]1[CH:27]=[CH:26][N:25]=[C:24]([N:28]2[CH2:29][CH2:30][O:31][CH2:32][CH2:33]2)[CH:23]=1. The yield is 0.160. (9) The reactants are Br[C:2]1[CH:9]=[N:8][CH:7]=[CH:6][C:3]=1[C:4]#[N:5].[SH:10][CH2:11][C:12]([O:14][CH2:15][CH3:16])=[O:13].C([O-])C.[Na+]. The catalyst is CN(C=O)C.O.[Cl-].[Na+].O.C([O-])(O)=O.[Na+]. The product is [NH2:5][C:4]1[C:3]2[C:2](=[CH:9][N:8]=[CH:7][CH:6]=2)[S:10][C:11]=1[C:12]([O:14][CH2:15][CH3:16])=[O:13]. The yield is 0.670.